Task: Predict the product of the given reaction.. Dataset: Forward reaction prediction with 1.9M reactions from USPTO patents (1976-2016) (1) Given the reactants [O-]CC.[Na+].[CH2:5]([O:7][C:8]([N:10]1[CH2:16][CH2:15][C:14]2[CH:17]=[C:18]([CH:20]=O)[S:19][C:13]=2[CH2:12][CH2:11]1)=[O:9])[CH3:6].[N:22]([CH2:25][C:26]([O:28][CH2:29][CH3:30])=[O:27])=[N+:23]=[N-:24], predict the reaction product. The product is: [CH2:5]([O:7][C:8]([N:10]1[CH2:16][CH2:15][C:14]2[CH:17]=[C:18]([CH:20]=[C:25]([N:22]=[N+:23]=[N-:24])[C:26]([O:28][CH2:29][CH3:30])=[O:27])[S:19][C:13]=2[CH2:12][CH2:11]1)=[O:9])[CH3:6]. (2) Given the reactants [Cl:1][C:2]1[S:9][C:8]2/[C:7](=[CH:10]\[C:11]3[CH:16]=[CH:15][CH:14]=[C:13]([Cl:17])[C:12]=3[F:18])/[C:6](=[O:19])[NH:5][C:4]=2[CH:3]=1.[Li+].[OH-].[C:22]([O:26][C:27](=[O:36])[CH2:28]/[N:29]=[CH:30]/[CH2:31][C:32]([CH3:35])([CH3:34])[CH3:33])([CH3:25])([CH3:24])[CH3:23], predict the reaction product. The product is: [Cl:1][C:2]1[S:9][C:8]2[C:7]3([CH:10]([C:11]4[CH:16]=[CH:15][CH:14]=[C:13]([Cl:17])[C:12]=4[F:18])[CH:28]([C:27]([O:26][C:22]([CH3:23])([CH3:24])[CH3:25])=[O:36])[NH:29][CH:30]3[CH2:31][C:32]([CH3:35])([CH3:34])[CH3:33])[C:6](=[O:19])[NH:5][C:4]=2[CH:3]=1. (3) Given the reactants [CH:1]([S:3]([C:6]1[CH:11]=[CH:10][CH:9]=[CH:8][CH:7]=1)(=[O:5])=[O:4])=[CH2:2].Cl.[CH3:13][O:14][C:15](=[O:18])[CH2:16][NH2:17].C(N(CC)CC)C.[C:26](O[C:26]([O:28][C:29]([CH3:32])([CH3:31])[CH3:30])=[O:27])([O:28][C:29]([CH3:32])([CH3:31])[CH3:30])=[O:27], predict the reaction product. The product is: [CH3:13][O:14][C:15](=[O:18])[CH2:16][N:17]([CH2:2][CH2:1][S:3]([C:6]1[CH:11]=[CH:10][CH:9]=[CH:8][CH:7]=1)(=[O:4])=[O:5])[C:26]([O:28][C:29]([CH3:32])([CH3:31])[CH3:30])=[O:27].